From a dataset of Catalyst prediction with 721,799 reactions and 888 catalyst types from USPTO. Predict which catalyst facilitates the given reaction. (1) Reactant: F[C:2]1[C:3]([N+:8]([O-:10])=[O:9])=[N:4][CH:5]=[CH:6][CH:7]=1.[NH:11]1[CH2:16][CH2:15][CH:14]([NH:17][C:18](=[O:24])[O:19][C:20]([CH3:23])([CH3:22])[CH3:21])[CH2:13][CH2:12]1.C(N(C(C)C)C(C)C)C. Product: [N+:8]([C:3]1[C:2]([N:11]2[CH2:12][CH2:13][CH:14]([NH:17][C:18](=[O:24])[O:19][C:20]([CH3:22])([CH3:21])[CH3:23])[CH2:15][CH2:16]2)=[CH:7][CH:6]=[CH:5][N:4]=1)([O-:10])=[O:9]. The catalyst class is: 1. (2) Reactant: [CH3:1][O:2][C:3]1[CH:4]=[C:5]2[C:10](=[CH:11][C:12]=1[O:13][CH3:14])[N:9]=[CH:8][CH:7]=[C:6]2[O:15][C:16]1[CH:21]=[CH:20][C:19]([NH2:22])=[CH:18][C:17]=1[F:23].[CH3:24][N:25]1[C:29]([C:30]2[CH:35]=[CH:34][N:33]=[CH:32][CH:31]=2)=[C:28]([C:36](O)=[O:37])[C:27](=[O:39])[N:26]1[C:40]1[CH:45]=[CH:44][CH:43]=[CH:42][CH:41]=1.CN(C(ON1N=NC2C=CC=NC1=2)=[N+](C)C)C.F[P-](F)(F)(F)(F)F. Product: [CH3:1][O:2][C:3]1[CH:4]=[C:5]2[C:10](=[CH:11][C:12]=1[O:13][CH3:14])[N:9]=[CH:8][CH:7]=[C:6]2[O:15][C:16]1[CH:21]=[CH:20][C:19]([NH:22][C:36]([C:28]2[C:27](=[O:39])[N:26]([C:40]3[CH:41]=[CH:42][CH:43]=[CH:44][CH:45]=3)[N:25]([CH3:24])[C:29]=2[C:30]2[CH:35]=[CH:34][N:33]=[CH:32][CH:31]=2)=[O:37])=[CH:18][C:17]=1[F:23]. The catalyst class is: 85. (3) Reactant: [CH2:1]([S:8][C:9]1[CH:10]=[CH:11][C:12]([NH:22][CH:23]2[CH2:27][CH2:26][CH:25]([C:28]3[CH:33]=[CH:32][CH:31]=[C:30]([F:34])[CH:29]=3)[CH2:24]2)=[C:13](/[CH:15]=[CH:16]/[C:17](OCC)=[O:18])[CH:14]=1)[C:2]1[CH:7]=[CH:6][CH:5]=[CH:4][CH:3]=1.C[O-].[Na+]. Product: [CH2:1]([S:8][C:9]1[CH:14]=[C:13]2[C:12](=[CH:11][CH:10]=1)[N:22]([CH:23]1[CH2:27][CH2:26][CH:25]([C:28]3[CH:33]=[CH:32][CH:31]=[C:30]([F:34])[CH:29]=3)[CH2:24]1)[C:17](=[O:18])[CH:16]=[CH:15]2)[C:2]1[CH:7]=[CH:6][CH:5]=[CH:4][CH:3]=1. The catalyst class is: 5. (4) Reactant: [CH:1]([C:3]1[CH:11]=[CH:10][C:6]([C:7](O)=[O:8])=[CH:5][CH:4]=1)=[CH2:2].C(C1C=C(O)C(=CC=1)O)(C)(C)C.C(Cl)(Cl)[Cl:25].C(Cl)(=O)C(Cl)=O. Product: [CH:1]([C:3]1[CH:11]=[CH:10][C:6]([C:7]([Cl:25])=[O:8])=[CH:5][CH:4]=1)=[CH2:2]. The catalyst class is: 9. (5) Reactant: C(OP([CH2:9][C:10]1[CH:19]=[CH:18][C:13]([C:14]([O:16][CH3:17])=[O:15])=[CH:12][CH:11]=1)(OCC)=O)C.[H-].[Na+].[N:22]1[C:31]2[C:26](=[CH:27][CH:28]=[CH:29][CH:30]=2)[CH:25]=[C:24]([CH:32]=O)[CH:23]=1. Product: [N:22]1[C:31]2[C:26](=[CH:27][CH:28]=[CH:29][CH:30]=2)[CH:25]=[C:24](/[CH:32]=[CH:9]/[C:10]2[CH:11]=[CH:12][C:13]([C:14]([O:16][CH3:17])=[O:15])=[CH:18][CH:19]=2)[CH:23]=1. The catalyst class is: 1.